From a dataset of Reaction yield outcomes from USPTO patents with 853,638 reactions. Predict the reaction yield, written as a fraction of the theoretical maximum amount of product (1.0 means a 100% yield; for example, 0.34 means a 34% yield). The reactants are [CH2:1]([N:8]1[CH2:13][CH2:12][CH:11]([CH3:14])[C:10](=O)[CH2:9]1)[C:2]1[CH:7]=[CH:6][CH:5]=[CH:4][CH:3]=1.CO.C(O)(=O)C.[CH3:22][NH2:23]. The catalyst is O1CCCC1. The product is [CH2:1]([N:8]1[CH2:13][CH2:12][CH:11]([CH3:14])[CH:10]([NH:23][CH3:22])[CH2:9]1)[C:2]1[CH:7]=[CH:6][CH:5]=[CH:4][CH:3]=1. The yield is 0.690.